This data is from Reaction yield outcomes from USPTO patents with 853,638 reactions. The task is: Predict the reaction yield, written as a fraction of the theoretical maximum amount of product (1.0 means a 100% yield; for example, 0.34 means a 34% yield). The reactants are C([O:3][C:4](=[O:31])[CH2:5][O:6][C:7]1[CH:12]=[C:11]([CH3:13])[C:10]([C:14]2[N:15]([CH3:30])[N:16]=[C:17]([C:19](=[O:29])[NH:20][C:21]3[C:26]([F:27])=[CH:25][CH:24]=[CH:23][C:22]=3[F:28])[CH:18]=2)=[CH:9][N:8]=1)C.O[Li].O. The catalyst is CO.C1COCC1.O. The product is [F:27][C:26]1[CH:25]=[CH:24][CH:23]=[C:22]([F:28])[C:21]=1[NH:20][C:19]([C:17]1[CH:18]=[C:14]([C:10]2[C:11]([CH3:13])=[CH:12][C:7]([O:6][CH2:5][C:4]([OH:31])=[O:3])=[N:8][CH:9]=2)[N:15]([CH3:30])[N:16]=1)=[O:29]. The yield is 0.860.